From a dataset of Full USPTO retrosynthesis dataset with 1.9M reactions from patents (1976-2016). Predict the reactants needed to synthesize the given product. Given the product [Cl:1][C:2]1[N:7]=[C:6]([NH:8][C@@H:9]2[CH2:14][CH2:13][CH2:12][NH:11][CH2:10]2)[C:5]([F:22])=[CH:4][N:3]=1, predict the reactants needed to synthesize it. The reactants are: [Cl:1][C:2]1[N:7]=[C:6]([NH:8][C@@H:9]2[CH2:14][CH2:13][CH2:12][N:11](C(OC(C)(C)C)=O)[CH2:10]2)[C:5]([F:22])=[CH:4][N:3]=1.C(O)(C(F)(F)F)=O.